Predict the reaction yield, written as a fraction of the theoretical maximum amount of product (1.0 means a 100% yield; for example, 0.34 means a 34% yield). From a dataset of Reaction yield outcomes from USPTO patents with 853,638 reactions. (1) The reactants are Cl.[CH3:2][C:3]1([CH3:21])[C:7]([CH3:9])([CH3:8])[O:6][B:5]([C:10]2[CH:11]=[CH:12][C:13]3[O:19][CH2:18][CH2:17][NH:16][CH2:15][C:14]=3[CH:20]=2)[O:4]1.CCN(C(C)C)C(C)C.Cl[C:32]1[C:37]([CH2:38][C:39]2[CH:44]=[CH:43][C:42]([F:45])=[CH:41][CH:40]=2)=[C:36]([CH3:46])[N:35]=[CH:34][N:33]=1. The catalyst is CN1C(=O)CCC1. The product is [F:45][C:42]1[CH:41]=[CH:40][C:39]([CH2:38][C:37]2[C:32]([N:16]3[CH2:15][C:14]4[CH:20]=[C:10]([B:5]5[O:4][C:3]([CH3:21])([CH3:2])[C:7]([CH3:8])([CH3:9])[O:6]5)[CH:11]=[CH:12][C:13]=4[O:19][CH2:18][CH2:17]3)=[N:33][CH:34]=[N:35][C:36]=2[CH3:46])=[CH:44][CH:43]=1. The yield is 0.470. (2) The reactants are [F:1][C:2]1[CH:7]=[C:6]([I:8])[CH:5]=[CH:4][C:3]=1[NH2:9].N1C=CC=CC=1.[CH3:16][S:17](Cl)(=[O:19])=[O:18].Cl. The catalyst is ClCCl. The product is [F:1][C:2]1[CH:7]=[C:6]([I:8])[CH:5]=[CH:4][C:3]=1[NH:9][S:17]([CH3:16])(=[O:19])=[O:18]. The yield is 0.950. (3) The reactants are [CH2:1]([O:3][C:4](=[O:17])[CH2:5][CH:6]([CH3:16])[C:7]([C:9]1[CH:14]=[CH:13][C:12]([OH:15])=[CH:11][CH:10]=1)=[O:8])[CH3:2].Br[CH2:19][CH2:20][CH2:21][Cl:22].C([O-])([O-])=O.[K+].[K+]. The catalyst is CC(C)=O. The product is [CH2:1]([O:3][C:4](=[O:17])[CH2:5][CH:6]([CH3:16])[C:7]([C:9]1[CH:10]=[CH:11][C:12]([O:15][CH2:19][CH2:20][CH2:21][Cl:22])=[CH:13][CH:14]=1)=[O:8])[CH3:2]. The yield is 0.560. (4) The reactants are [CH2:1]([N:3]([CH:34]1[CH2:39][CH2:38][O:37][CH2:36][CH2:35]1)[C:4]1[C:5]([CH3:33])=[C:6]([CH:22]=[C:23]([C:25]2[CH:26]=[N:27][C:28]([CH:31]=O)=[CH:29][CH:30]=2)[CH:24]=1)[C:7]([NH:9][CH2:10][C:11]1[C:12](=[O:21])[NH:13][C:14]([CH3:20])=[CH:15][C:16]=1[CH:17]([CH3:19])[CH3:18])=[O:8])[CH3:2].[NH:40]1[CH2:45][CH2:44][O:43][CH2:42][CH2:41]1.C(O)(=O)C.C(O[BH-](OC(=O)C)OC(=O)C)(=O)C.[Na+]. The catalyst is ClC(Cl)C. The product is [CH2:1]([N:3]([CH:34]1[CH2:39][CH2:38][O:37][CH2:36][CH2:35]1)[C:4]1[C:5]([CH3:33])=[C:6]([CH:22]=[C:23]([C:25]2[CH:26]=[N:27][C:28]([CH2:31][N:40]3[CH2:45][CH2:44][O:43][CH2:42][CH2:41]3)=[CH:29][CH:30]=2)[CH:24]=1)[C:7]([NH:9][CH2:10][C:11]1[C:12](=[O:21])[NH:13][C:14]([CH3:20])=[CH:15][C:16]=1[CH:17]([CH3:18])[CH3:19])=[O:8])[CH3:2]. The yield is 0.387. (5) The reactants are [F:1][C:2]([F:26])([F:25])[O:3][C:4]1[CH:9]=[CH:8][C:7]([N:10]2[CH:14]=[N:13][C:12]([C:15]3[CH:20]=[CH:19][C:18]([CH2:21][C:22](=O)[CH3:23])=[CH:17][CH:16]=3)=[N:11]2)=[CH:6][CH:5]=1.C([O-])(=O)C.[NH4+].C([BH3-])#[N:33].[Na+]. The catalyst is CO. The product is [F:1][C:2]([F:26])([F:25])[O:3][C:4]1[CH:9]=[CH:8][C:7]([N:10]2[CH:14]=[N:13][C:12]([C:15]3[CH:20]=[CH:19][C:18]([CH2:21][CH:22]([NH2:33])[CH3:23])=[CH:17][CH:16]=3)=[N:11]2)=[CH:6][CH:5]=1. The yield is 0.380. (6) The reactants are [F:1][C:2]([F:16])([F:15])[O:3][C:4]1[CH:5]=[C:6]2[C:11](=[C:12]([NH2:14])[CH:13]=1)[N:10]=[CH:9][CH:8]=[CH:7]2.[F:17][C:18]([F:30])([F:29])[C:19]1[N:24]=[CH:23][C:22]([S:25](Cl)(=[O:27])=[O:26])=[CH:21][CH:20]=1.N1C=CC=CC=1. The catalyst is CN(C1C=CN=CC=1)C.C(Cl)Cl. The product is [F:16][C:2]([F:1])([F:15])[O:3][C:4]1[CH:5]=[C:6]2[C:11](=[C:12]([NH:14][S:25]([C:22]3[CH:23]=[N:24][C:19]([C:18]([F:30])([F:17])[F:29])=[CH:20][CH:21]=3)(=[O:27])=[O:26])[CH:13]=1)[N:10]=[CH:9][CH:8]=[CH:7]2. The yield is 0.420. (7) The reactants are C([O:3][C:4]([C@@H:6]1[C@@H:8]([C:9](=[O:34])[NH:10][C@@H:11]([CH2:27][C:28]2[N:29]=[CH:30][N:31]([CH3:33])[CH:32]=2)[C:12]([NH:14][C:15]2[S:16][CH:17]=[C:18]([C:20]3[CH:25]=[CH:24][C:23]([F:26])=[CH:22][CH:21]=3)[N:19]=2)=[O:13])[O:7]1)=[O:5])C.[Li+].[OH-]. The yield is 0.331. The product is [F:26][C:23]1[CH:22]=[CH:21][C:20]([C:18]2[N:19]=[C:15]([NH:14][C:12](=[O:13])[C@@H:11]([NH:10][C:9]([C@H:8]3[O:7][C@@H:6]3[C:4]([OH:5])=[O:3])=[O:34])[CH2:27][C:28]3[N:29]=[CH:30][N:31]([CH3:33])[CH:32]=3)[S:16][CH:17]=2)=[CH:25][CH:24]=1. The catalyst is C1COCC1.CO.O. (8) The reactants are [I:1][C:2]1[CH:8]=[C:7]([N+:9]([O-:11])=[O:10])[CH:6]=[CH:5][C:3]=1[NH2:4].[Si:12]([O:19][CH2:20][CH:21]=O)([C:15]([CH3:18])([CH3:17])[CH3:16])([CH3:14])[CH3:13].C(O)(C(F)(F)F)=O.[BH3-]C#N.[Na+]. The catalyst is CO. The product is [C:15]([Si:12]([CH3:14])([CH3:13])[O:19][CH2:20][CH2:21][NH:4][C:3]1[CH:5]=[CH:6][C:7]([N+:9]([O-:11])=[O:10])=[CH:8][C:2]=1[I:1])([CH3:18])([CH3:17])[CH3:16]. The yield is 0.250. (9) The yield is 0.640. The reactants are [C:1]([C:3]1[N:12]=[C:11]2[C:6]([CH:7]=[CH:8][C:9](=[O:40])[N:10]2[CH2:13][CH2:14][N:15]2[CH2:20][CH2:19][CH:18]([N:21]([CH2:29][C:30]3[N:35]=[CH:34][C:33]4[O:36][CH2:37][CH2:38][O:39][C:32]=4[CH:31]=3)C(=O)OC(C)(C)C)[CH2:17][CH2:16]2)=[CH:5][CH:4]=1)#[N:2].[ClH:41].C([O-])(O)=O.[Na+]. The product is [ClH:41].[O:39]1[C:32]2[CH:31]=[C:30]([CH2:29][NH:21][CH:18]3[CH2:17][CH2:16][N:15]([CH2:14][CH2:13][N:10]4[C:11]5[N:12]=[C:3]([C:1]#[N:2])[CH:4]=[CH:5][C:6]=5[CH:7]=[CH:8][C:9]4=[O:40])[CH2:20][CH2:19]3)[N:35]=[CH:34][C:33]=2[O:36][CH2:37][CH2:38]1. The catalyst is C(Cl)Cl.C(OCC)C.